Dataset: Catalyst prediction with 721,799 reactions and 888 catalyst types from USPTO. Task: Predict which catalyst facilitates the given reaction. (1) Reactant: [F:1][C:2]1[CH:7]=[CH:6][C:5]([C:8]2[O:9][CH:10]=[N:11][N:12]=2)=[CH:4][CH:3]=1.[Li+].CC([N-]C(C)C)C.[C:21]([C:24]1[CH:29]=[CH:28][N:27]=[CH:26][CH:25]=1)(=[O:23])[CH3:22]. Product: [F:1][C:2]1[CH:3]=[CH:4][C:5]([C:8]2[O:9][C:10]([C:21]([C:24]3[CH:29]=[CH:28][N:27]=[CH:26][CH:25]=3)([OH:23])[CH3:22])=[N:11][N:12]=2)=[CH:6][CH:7]=1. The catalyst class is: 1. (2) Reactant: [Cl:1][C:2]1[CH:3]=[C:4]([NH:9][NH2:10])[CH:5]=[CH:6][C:7]=1[Cl:8].CO[CH:13](OC)[CH2:14][C:15](=O)[CH3:16]. Product: [Cl:1][C:2]1[CH:3]=[C:4]([N:9]2[CH:13]=[CH:14][C:15]([CH3:16])=[N:10]2)[CH:5]=[CH:6][C:7]=1[Cl:8].[Cl:1][C:2]1[CH:3]=[C:4]([N:9]2[C:15]([CH3:16])=[CH:14][CH:13]=[N:10]2)[CH:5]=[CH:6][C:7]=1[Cl:8]. The catalyst class is: 88. (3) Reactant: [CH2:1]([NH:8][CH2:9][C:10]1[CH:15]=[CH:14][CH:13]=[CH:12][CH:11]=1)[C:2]1[CH:7]=[CH:6][CH:5]=[CH:4][CH:3]=1.[CH2:16]([C@H:18]1[O:20][CH2:19]1)[Cl:17]. Product: [Cl:17][CH2:16][C@@H:18]([OH:20])[CH2:19][N:8]([CH2:1][C:2]1[CH:7]=[CH:6][CH:5]=[CH:4][CH:3]=1)[CH2:9][C:10]1[CH:15]=[CH:14][CH:13]=[CH:12][CH:11]=1. The catalyst class is: 21. (4) Reactant: [NH2:1][S:2]([C:5]1[N:9]([CH3:10])[C:8]([C:11]([OH:13])=[O:12])=[CH:7][CH:6]=1)(=[O:4])=[O:3].[C:14]1(C)C=CC=CC=1.C[Si](C=[N+]=[N-])(C)C. Product: [NH2:1][S:2]([C:5]1[N:9]([CH3:10])[C:8]([C:11]([O:13][CH3:14])=[O:12])=[CH:7][CH:6]=1)(=[O:4])=[O:3]. The catalyst class is: 5. (5) Reactant: Cl[C:2]1[N:7]=[C:6]([NH:8][C:9]2[CH:14]=[CH:13][C:12]([C:15]#[N:16])=[CH:11][CH:10]=2)[N:5]=[C:4]([O:17][C:18]2[C:25]([CH3:26])=[CH:24][C:21]([C:22]#[N:23])=[CH:20][C:19]=2[CH3:27])[CH:3]=1.O1CCOCC1.O.[NH3:35]. Product: [NH2:35][C:2]1[N:7]=[C:6]([NH:8][C:9]2[CH:14]=[CH:13][C:12]([C:15]#[N:16])=[CH:11][CH:10]=2)[N:5]=[C:4]([O:17][C:18]2[C:25]([CH3:26])=[CH:24][C:21]([C:22]#[N:23])=[CH:20][C:19]=2[CH3:27])[CH:3]=1. The catalyst class is: 11.